Dataset: Catalyst prediction with 721,799 reactions and 888 catalyst types from USPTO. Task: Predict which catalyst facilitates the given reaction. (1) Reactant: [Br:1][C:2]1[CH:7]=[CH:6][C:5]([C:8](=[O:13])[C:9]([F:12])([F:11])[F:10])=[CH:4][CH:3]=1.[BH4-].[Na+].O. Product: [Br:1][C:2]1[CH:7]=[CH:6][C:5]([CH:8]([OH:13])[C:9]([F:11])([F:12])[F:10])=[CH:4][CH:3]=1. The catalyst class is: 5. (2) Reactant: [CH2:1]([N:3]1[CH:7]=[C:6]([C:8]([OH:10])=O)[C:5]([CH3:11])=[N:4]1)[CH3:2].CN(C)C=O.C(Cl)(=O)C(Cl)=O.[NH2:23][C:24]1[CH:25]=[C:26]([CH:43]=[CH:44][C:45]=1[Cl:46])[O:27][C:28]1[CH:29]=[CH:30][C:31]2[N:32]([CH:34]=[C:35]([NH:37][C:38]([CH:40]3[CH2:42][CH2:41]3)=[O:39])[N:36]=2)[N:33]=1. Product: [Cl:46][C:45]1[CH:44]=[CH:43][C:26]([O:27][C:28]2[CH:29]=[CH:30][C:31]3[N:32]([CH:34]=[C:35]([NH:37][C:38]([CH:40]4[CH2:42][CH2:41]4)=[O:39])[N:36]=3)[N:33]=2)=[CH:25][C:24]=1[NH:23][C:8]([C:6]1[C:5]([CH3:11])=[N:4][N:3]([CH2:1][CH3:2])[CH:7]=1)=[O:10]. The catalyst class is: 722. (3) Reactant: [SH2:1].[Na].CS(O[CH:8]([CH2:10][CH:11]([S:14][C:15]1[CH:20]=[CH:19][CH:18]=[CH:17][N:16]=1)[CH:12]=[O:13])[CH3:9])(=O)=O.C(OCC)(=O)C.C(=O)([O-])O.[Na+]. Product: [CH3:9][CH:8]1[S:1][CH:12]([OH:13])[CH:11]([S:14][C:15]2[CH:20]=[CH:19][CH:18]=[CH:17][N:16]=2)[CH2:10]1. The catalyst class is: 9.